From a dataset of Peptide-MHC class II binding affinity with 134,281 pairs from IEDB. Regression. Given a peptide amino acid sequence and an MHC pseudo amino acid sequence, predict their binding affinity value. This is MHC class II binding data. (1) The peptide sequence is LDHILEPSIPYKSK. The MHC is HLA-DQA10501-DQB10301 with pseudo-sequence HLA-DQA10501-DQB10301. The binding affinity (normalized) is 0.492. (2) The peptide sequence is RRMWASAQNISGAGW. The MHC is DRB1_1101 with pseudo-sequence DRB1_1101. The binding affinity (normalized) is 0.584. (3) The peptide sequence is AAHTAGTTVYGAFAA. The MHC is HLA-DPA10103-DPB10601 with pseudo-sequence HLA-DPA10103-DPB10601. The binding affinity (normalized) is 0.0993. (4) The peptide sequence is AFKVAATATNAAPAN. The MHC is DRB1_0802 with pseudo-sequence DRB1_0802. The binding affinity (normalized) is 0.907. (5) The peptide sequence is GELQIVDKIDARFKI. The MHC is DRB1_1201 with pseudo-sequence DRB1_1201. The binding affinity (normalized) is 0.594. (6) The MHC is DRB1_0401 with pseudo-sequence DRB1_0401. The peptide sequence is FAEIMKICSTIEELR. The binding affinity (normalized) is 0.250. (7) The peptide sequence is AHGIPKVPPGPNITA. The MHC is HLA-DQA10101-DQB10501 with pseudo-sequence HLA-DQA10101-DQB10501. The binding affinity (normalized) is 0.437.